The task is: Predict the reactants needed to synthesize the given product.. This data is from Full USPTO retrosynthesis dataset with 1.9M reactions from patents (1976-2016). (1) The reactants are: CC1C=CC(S(O[CH2:12][C@@H:13]([NH:17][C:18]([O:20][C:21]([CH3:24])([CH3:23])[CH3:22])=[O:19])[CH2:14][C:15]#[N:16])(=O)=O)=CC=1.[CH3:25][NH:26][CH3:27].C(N(CC)CC)C. Given the product [C:15]([CH2:14][C@H:13]([NH:17][C:18](=[O:19])[O:20][C:21]([CH3:22])([CH3:23])[CH3:24])[CH2:12][N:26]([CH3:27])[CH3:25])#[N:16], predict the reactants needed to synthesize it. (2) Given the product [F:32][C:29]([F:30])([F:31])[C:24]1[CH:25]=[CH:26][CH:27]=[C:28]2[C:23]=1[N:22]=[CH:21][CH:20]=[C:19]2[N:8]1[CH2:7][CH2:6][C:5]2([CH2:1][N:2]([C:11]([O:13][C:14]([CH3:17])([CH3:16])[CH3:15])=[O:12])[CH2:3][CH2:4]2)[CH2:10][CH2:9]1, predict the reactants needed to synthesize it. The reactants are: [CH2:1]1[C:5]2([CH2:10][CH2:9][NH:8][CH2:7][CH2:6]2)[CH2:4][CH2:3][N:2]1[C:11]([O:13][C:14]([CH3:17])([CH3:16])[CH3:15])=[O:12].Br[C:19]1[C:28]2[C:23](=[C:24]([C:29]([F:32])([F:31])[F:30])[CH:25]=[CH:26][CH:27]=2)[N:22]=[CH:21][CH:20]=1.CC([O-])(C)C.[Na+].C1C=CC(P(C2C(C3C(P(C4C=CC=CC=4)C4C=CC=CC=4)=CC=C4C=3C=CC=C4)=C3C(C=CC=C3)=CC=2)C2C=CC=CC=2)=CC=1. (3) Given the product [CH3:1][C:2]([CH3:17])([CH3:16])[CH2:3][C:4]1[N:21]=[N:20][C:13]2[CH2:12][CH2:11][CH2:10][CH2:9][CH2:8][CH2:7][C:6]=2[CH:5]=1, predict the reactants needed to synthesize it. The reactants are: [CH3:1][C:2]([CH3:17])([CH3:16])[CH2:3][C:4](=O)[CH2:5][C:6]1[C:7](=O)[CH2:8][CH2:9][CH2:10][CH2:11][CH2:12][CH:13]=1.O.O.[NH2:20][NH2:21].C(O)(=O)C. (4) Given the product [NH:8]1[CH2:13][CH2:12][CH2:11][C@@H:10]([N:14]2[CH2:23][CH2:22][C:21]3[C:16](=[CH:17][CH:18]=[CH:19][CH:20]=3)[C:15]2=[O:24])[CH2:9]1, predict the reactants needed to synthesize it. The reactants are: C([N:8]1[CH2:13][CH2:12][CH2:11][C@@H:10]([N:14]2[CH:23]=[CH:22][C:21]3[C:16](=[CH:17][CH:18]=[CH:19][CH:20]=3)[C:15]2=[O:24])[CH2:9]1)C1C=CC=CC=1. (5) The reactants are: [O:1]=[S:2]1(=[O:20])[C:6]2[CH:7]=[C:8]([NH:11][C:12](=[O:19])OCC(Cl)(Cl)Cl)[CH:9]=[CH:10][C:5]=2[CH:4]=[CH:3]1.[S:21]1[CH:25]=[CH:24][CH:23]=[C:22]1[C:26]1[N:30]=[C:29]([N:31]2[CH2:36][CH2:35][NH:34][CH2:33][CH2:32]2)[S:28][N:27]=1.C(N(C(C)C)CC)(C)C.O. Given the product [O:20]=[S:2]1(=[O:1])[C:6]2[CH:7]=[C:8]([NH:11][C:12]([N:34]3[CH2:33][CH2:32][N:31]([C:29]4[S:28][N:27]=[C:26]([C:22]5[S:21][CH:25]=[CH:24][CH:23]=5)[N:30]=4)[CH2:36][CH2:35]3)=[O:19])[CH:9]=[CH:10][C:5]=2[CH:4]=[CH:3]1, predict the reactants needed to synthesize it.